From a dataset of Full USPTO retrosynthesis dataset with 1.9M reactions from patents (1976-2016). Predict the reactants needed to synthesize the given product. (1) Given the product [CH2:1]([C:3]1[C:4]([NH:11][C@@H:12]2[C:20]3[CH:30]=[CH:31][S:32][C:19]=3[CH2:18][CH2:17][C@H:16]2[CH2:15][CH2:14][CH3:13])=[N:5][C:6]([CH2:9][CH3:10])=[CH:7][N:8]=1)[CH3:2], predict the reactants needed to synthesize it. The reactants are: [CH2:1]([C:3]1[C:4]([NH:11][C@@H:12]2[C:20]3[C:15](=[CH:16][CH:17]=[CH:18][CH:19]=3)[CH2:14][C@@H:13]2O)=[N:5][C:6]([CH2:9][CH3:10])=[CH:7][N:8]=1)[CH3:2].C([C@H]1[C@H](N)C2[CH:30]=[CH:31][S:32]C=2CC1)CC. (2) The reactants are: [C:1]([NH:22][C@@H:23]([CH2:28][CH2:29][CH2:30][CH2:31][NH:32][C:33](=[O:40])[C:34]1[CH:39]=[CH:38][CH:37]=[N:36][CH:35]=1)[C:24]([O:26]C)=[O:25])(=[O:21])[CH2:2][CH2:3][CH2:4]/[CH:5]=[CH:6]\[CH2:7]/[CH:8]=[CH:9]\[CH2:10]/[CH:11]=[CH:12]\[CH2:13]/[CH:14]=[CH:15]\[CH2:16]/[CH:17]=[CH:18]\[CH2:19][CH3:20].[OH-].[Na+].Cl. Given the product [C:1]([NH:22][C@@H:23]([CH2:28][CH2:29][CH2:30][CH2:31][NH:32][C:33](=[O:40])[C:34]1[CH:39]=[CH:38][CH:37]=[N:36][CH:35]=1)[C:24]([OH:26])=[O:25])(=[O:21])[CH2:2][CH2:3][CH2:4]/[CH:5]=[CH:6]\[CH2:7]/[CH:8]=[CH:9]\[CH2:10]/[CH:11]=[CH:12]\[CH2:13]/[CH:14]=[CH:15]\[CH2:16]/[CH:17]=[CH:18]\[CH2:19][CH3:20], predict the reactants needed to synthesize it.